This data is from Full USPTO retrosynthesis dataset with 1.9M reactions from patents (1976-2016). The task is: Predict the reactants needed to synthesize the given product. (1) Given the product [CH3:35][O:34][C:32](=[O:33])[CH2:31][NH:1][CH2:2][C:3](=[O:4])[NH:5][CH2:6][C:7]1[N:8]=[C:9]([NH:12][C:13]([NH:15][C:16]2[CH:21]=[CH:20][C:19]([CH3:22])=[CH:18][C:17]=2[C:23]([CH:25]2[CH2:29][CH2:28][CH2:27][CH2:26]2)=[O:24])=[O:14])[S:10][CH:11]=1, predict the reactants needed to synthesize it. The reactants are: [NH2:1][CH2:2][C:3]([NH:5][CH2:6][C:7]1[N:8]=[C:9]([NH:12][C:13]([NH:15][C:16]2[CH:21]=[CH:20][C:19]([CH3:22])=[CH:18][C:17]=2[C:23]([CH:25]2[CH2:29][CH2:28][CH2:27][CH2:26]2)=[O:24])=[O:14])[S:10][CH:11]=1)=[O:4].Br[CH2:31][C:32]([O:34][CH3:35])=[O:33]. (2) Given the product [CH3:19][O:20][C:21]1[C:22](=[O:45])[C:23]([CH3:44])=[C:24]([CH2:30][C:31]2[CH:32]=[CH:33][C:34]([O:40][CH:41]([CH3:42])[CH3:43])=[C:35]([CH:39]=2)[C:36]([N:1]2[CH2:6][CH2:5][CH2:4][CH2:3][CH2:2]2)=[O:37])[C:25](=[O:29])[C:26]=1[O:27][CH3:28], predict the reactants needed to synthesize it. The reactants are: [NH:1]1[CH2:6][CH2:5][CH2:4][CH2:3][CH2:2]1.Cl.C(N=C=NCCCN(C)C)C.[CH3:19][O:20][C:21]1[C:22](=[O:45])[C:23]([CH3:44])=[C:24]([CH2:30][C:31]2[CH:32]=[CH:33][C:34]([O:40][CH:41]([CH3:43])[CH3:42])=[C:35]([CH:39]=2)[C:36](O)=[O:37])[C:25](=[O:29])[C:26]=1[O:27][CH3:28]. (3) Given the product [CH2:1]([N:8]([CH2:9][CH2:10][C:11]1[CH:16]=[CH:15][C:14]([O:17][CH3:18])=[C:13]([O:19][CH3:20])[CH:12]=1)[CH2:22][C:23]([N:25]([CH3:27])[CH3:26])=[O:24])[C:2]1[CH:7]=[CH:6][CH:5]=[CH:4][CH:3]=1, predict the reactants needed to synthesize it. The reactants are: [CH2:1]([NH:8][CH2:9][CH2:10][C:11]1[CH:16]=[CH:15][C:14]([O:17][CH3:18])=[C:13]([O:19][CH3:20])[CH:12]=1)[C:2]1[CH:7]=[CH:6][CH:5]=[CH:4][CH:3]=1.Cl[CH2:22][C:23]([N:25]([CH3:27])[CH3:26])=[O:24].CCN(C(C)C)C(C)C.CN(C=O)C. (4) The reactants are: [OH:1][C:2]1[C:7]([CH3:8])=[CH:6][CH:5]=[CH:4][C:3]=1[C:9](=O)[CH3:10].CC([O-])=O.[Na+].Cl.[NH2:18][OH:19]. Given the product [OH:1][C:2]1[C:7]([CH3:8])=[CH:6][CH:5]=[CH:4][C:3]=1/[C:9](=[N:18]/[OH:19])/[CH3:10], predict the reactants needed to synthesize it. (5) Given the product [CH3:1][O:2][C:3]1[CH:8]=[CH:7][C:6]([CH2:9][CH:10]=[O:11])=[CH:5][CH:4]=1, predict the reactants needed to synthesize it. The reactants are: [CH3:1][O:2][C:3]1[CH:8]=[CH:7][C:6]([CH2:9][C:10](OC)=[O:11])=[CH:5][CH:4]=1.[H-].C([Al+]CC(C)C)C(C)C.C(C(C(C([O-])=O)O)O)([O-])=O.[K+].[Na+]. (6) Given the product [O:10]1[C:6]2[CH:5]=[C:4]([NH2:1])[CH:12]=[CH:11][C:7]=2[N:8]=[CH:9]1, predict the reactants needed to synthesize it. The reactants are: [N+:1]([C:4]1[CH:12]=[CH:11][C:7]2[N:8]=[CH:9][O:10][C:6]=2[CH:5]=1)([O-])=O.N#N. (7) Given the product [F:47][CH:23]([F:22])[O:24][C:25]1[CH:30]=[CH:29][CH:28]=[CH:27][C:26]=1[CH2:31][CH2:32][C@H:33]1[C:42]2[C:37](=[CH:38][C:39]([O:45][CH3:46])=[C:40]([O:43][CH3:44])[CH:41]=2)[CH2:36][CH2:35][N:34]1[C@H:4]([C:5]1[CH:6]=[CH:7][CH:8]=[CH:9][CH:10]=1)[C:1]([NH2:2])=[O:3], predict the reactants needed to synthesize it. The reactants are: [C:1]([CH:4](OS(C1C=CC(C)=CC=1)(=O)=O)[C:5]1[CH:10]=[CH:9][CH:8]=[CH:7][CH:6]=1)(=[O:3])[NH2:2].[F:22][CH:23]([F:47])[O:24][C:25]1[CH:30]=[CH:29][CH:28]=[CH:27][C:26]=1[CH2:31][CH2:32][C@H:33]1[C:42]2[C:37](=[CH:38][C:39]([O:45][CH3:46])=[C:40]([O:43][CH3:44])[CH:41]=2)[CH2:36][CH2:35][NH:34]1.